Dataset: Reaction yield outcomes from USPTO patents with 853,638 reactions. Task: Predict the reaction yield, written as a fraction of the theoretical maximum amount of product (1.0 means a 100% yield; for example, 0.34 means a 34% yield). (1) The reactants are [OH:1][S:2]([C:5]([F:8])([F:7])[F:6])(=[O:4])=[O:3].[CH:9]1[C:22]2[C:21](=[O:23])[C:20]3[C:15](=[CH:16][CH:17]=[CH:18][CH:19]=3)[S:14](=O)[C:13]=2[CH:12]=[CH:11][CH:10]=1.[CH3:25][O:26][C:27]1[CH:32]=[CH:31][CH:30]=[CH:29][C:28]=1[CH2:33][C:34]([O:36][CH3:37])=[O:35]. The catalyst is C(Cl)Cl. The product is [O-:4][S:2]([C:5]([F:8])([F:7])[F:6])(=[O:3])=[O:1].[CH3:25][O:26][C:27]1[CH:32]=[CH:31][C:30]([SH:14]2[C:15]3[C:20](=[CH:19][CH:18]=[CH:17][CH:16]=3)[C:21](=[O:23])[C:22]3[C+:9]=[CH:10][CH:11]=[CH:12][C:13]2=3)=[CH:29][C:28]=1[CH2:33][C:34]([O:36][CH3:37])=[O:35]. The yield is 0.850. (2) The reactants are Cl[C:2]([C:15]1[CH:20]=[CH:19][CH:18]=[CH:17][CH:16]=1)([C:9]1[CH:14]=[CH:13][CH:12]=[CH:11][CH:10]=1)[C:3]1[CH:8]=[CH:7][CH:6]=[CH:5][CH:4]=1.[CH2:21]([CH2:35][C:36]([NH:38][CH2:39][CH:40]([OH:43])[CH2:41][OH:42])=[S:37])[CH2:22][CH2:23][CH2:24][CH2:25][CH2:26][CH2:27][CH2:28][CH2:29][CH2:30][CH2:31][CH2:32][CH2:33][CH3:34]. The catalyst is N1C=CC=CC=1. The product is [CH2:21]([CH2:35][C:36]([NH:38][CH2:39][CH:40]([OH:43])[CH2:41][O:42][C:2]([C:15]1[CH:20]=[CH:19][CH:18]=[CH:17][CH:16]=1)([C:9]1[CH:14]=[CH:13][CH:12]=[CH:11][CH:10]=1)[C:3]1[CH:8]=[CH:7][CH:6]=[CH:5][CH:4]=1)=[S:37])[CH2:22][CH2:23][CH2:24][CH2:25][CH2:26][CH2:27][CH2:28][CH2:29][CH2:30][CH2:31][CH2:32][CH2:33][CH3:34]. The yield is 0.690. (3) The reactants are [CH3:1][O:2][C:3]([C:5]1[S:9][C:8]([N:10]2[CH2:15][CH2:14][NH:13][CH2:12][CH2:11]2)=[N:7][CH:6]=1)=[O:4].[F:16][C:17]([F:29])([F:28])[C:18]1[CH:23]=[CH:22][C:21]([S:24](Cl)(=[O:26])=[O:25])=[CH:20][CH:19]=1.C(N(CC)CC)C.O. The catalyst is ClCCl. The product is [CH3:1][O:2][C:3]([C:5]1[S:9][C:8]([N:10]2[CH2:11][CH2:12][N:13]([S:24]([C:21]3[CH:20]=[CH:19][C:18]([C:17]([F:16])([F:28])[F:29])=[CH:23][CH:22]=3)(=[O:26])=[O:25])[CH2:14][CH2:15]2)=[N:7][CH:6]=1)=[O:4]. The yield is 0.869. (4) The reactants are C(OC([N:11]1[CH:16]2[CH2:17][NH:18][CH2:19][CH:12]1[CH2:13][O:14][CH2:15]2)=O)C1C=CC=CC=1.C([O-])([O-])=O.[K+].[K+].I[CH:27]([CH3:29])[CH3:28]. The catalyst is CN(C=O)C.CCOC(C)=O.CO.[Pd]. The product is [CH:27]([N:18]1[CH2:17][CH:16]2[NH:11][CH:12]([CH2:13][O:14][CH2:15]2)[CH2:19]1)([CH3:29])[CH3:28]. The yield is 0.570. (5) The reactants are [C:1]([NH:5][C:6]1[C:7](Cl)=[N:8][C:9]2[C:14]([N:15]=1)=[C:13]([C:16]1[NH:24][C:23]3[CH2:22][CH2:21][NH:20][C:19](=[O:25])[C:18]=3[CH:17]=1)[CH:12]=[CH:11][CH:10]=2)([CH3:4])([CH3:3])[CH3:2].Cl.[NH:28]1[CH2:31][CH:30]([OH:32])[CH2:29]1.C(N(C(C)C)C(C)C)C. The catalyst is CS(C)=O.C(Cl)Cl. The product is [C:1]([NH:5][C:6]1[C:7]([N:28]2[CH2:31][CH:30]([OH:32])[CH2:29]2)=[N:8][C:9]2[C:14]([N:15]=1)=[C:13]([C:16]1[NH:24][C:23]3[CH2:22][CH2:21][NH:20][C:19](=[O:25])[C:18]=3[CH:17]=1)[CH:12]=[CH:11][CH:10]=2)([CH3:4])([CH3:3])[CH3:2]. The yield is 0.610. (6) The reactants are [C:1]1(/[C:7](/[C:17]2[CH:27]=[CH:26][C:20]([O:21][CH2:22][CH2:23][NH:24][CH3:25])=[CH:19][CH:18]=2)=[C:8](/[C:11]2[CH:16]=[CH:15][CH:14]=[CH:13][CH:12]=2)\[CH2:9][CH3:10])[CH:6]=[CH:5][CH:4]=[CH:3][CH:2]=1.S(OC[CH2:40][O:41][CH2:42][CH2:43][O:44][CH2:45][CH2:46][O:47][CH2:48][C:49]([O:51][C:52]([CH3:55])([CH3:54])[CH3:53])=[O:50])(C1C=CC(C)=CC=1)(=O)=O.[C:56]([O-])([O-])=O.[K+].[K+]. The catalyst is CN(C=O)C. The product is [C:1]1(/[C:7](/[C:17]2[CH:27]=[CH:26][C:20]([O:21][CH2:22][CH2:23][N:24]([CH3:56])[CH2:25][CH2:40][O:41][CH2:42][CH2:43][O:44][CH2:45][CH2:46][O:47][CH2:48][C:49]([O:51][C:52]([CH3:55])([CH3:54])[CH3:53])=[O:50])=[CH:19][CH:18]=2)=[C:8](/[C:11]2[CH:16]=[CH:15][CH:14]=[CH:13][CH:12]=2)\[CH2:9][CH3:10])[CH:2]=[CH:3][CH:4]=[CH:5][CH:6]=1. The yield is 0.590. (7) The reactants are [C:1]([N:8]1[CH2:14][CH2:13][CH2:12][NH:11][CH2:10][CH2:9]1)([O:3][C:4]([CH3:7])([CH3:6])[CH3:5])=[O:2].Br[C:16]1[CH:23]=[CH:22][CH:21]=[CH:20][C:17]=1[C:18]#[N:19].CC1(C)C2C(=C(P(C3C=CC=CC=3)C3C=CC=CC=3)C=CC=2)OC2C(P(C3C=CC=CC=3)C3C=CC=CC=3)=CC=CC1=2.CC(C)([O-])C.[Na+]. The catalyst is O1CCOCC1.C1C=CC(/C=C/C(/C=C/C2C=CC=CC=2)=O)=CC=1.C1C=CC(/C=C/C(/C=C/C2C=CC=CC=2)=O)=CC=1.C1C=CC(/C=C/C(/C=C/C2C=CC=CC=2)=O)=CC=1.[Pd].[Pd]. The product is [C:4]([O:3][C:1]([N:8]1[CH2:14][CH2:13][CH2:12][N:11]([C:16]2[CH:23]=[CH:22][CH:21]=[CH:20][C:17]=2[C:18]#[N:19])[CH2:10][CH2:9]1)=[O:2])([CH3:7])([CH3:6])[CH3:5]. The yield is 0.710. (8) The reactants are [CH:1]([C:3]1[CH:4]=[C:5]([CH:10]=[CH:11][C:12]=1[O:13][CH:14]([CH3:16])[CH3:15])[C:6]([O:8][CH3:9])=[O:7])=[O:2].[Li+].[BH4-]. The catalyst is O1CCCC1. The product is [OH:2][CH2:1][C:3]1[CH:4]=[C:5]([CH:10]=[CH:11][C:12]=1[O:13][CH:14]([CH3:16])[CH3:15])[C:6]([O:8][CH3:9])=[O:7]. The yield is 0.990. (9) The reactants are [NH2:1][C:2]([CH3:6])=[CH:3][C:4]#[N:5].CC1(C)[O:13][C:12](=O)[CH:11]=[C:10]([CH3:15])O1. The catalyst is CCOC(C)=O. The product is [CH3:6][C:2]1[NH:1][C:10]([CH3:15])=[CH:11][C:12](=[O:13])[C:3]=1[C:4]#[N:5]. The yield is 0.194.